This data is from NCI-60 drug combinations with 297,098 pairs across 59 cell lines. The task is: Regression. Given two drug SMILES strings and cell line genomic features, predict the synergy score measuring deviation from expected non-interaction effect. (1) Drug 1: CC12CCC(CC1=CCC3C2CCC4(C3CC=C4C5=CN=CC=C5)C)O. Drug 2: C1=NC2=C(N=C(N=C2N1C3C(C(C(O3)CO)O)F)Cl)N. Cell line: HL-60(TB). Synergy scores: CSS=32.2, Synergy_ZIP=-4.53, Synergy_Bliss=-13.6, Synergy_Loewe=-42.5, Synergy_HSA=-15.8. (2) Drug 1: C1CCN(CC1)CCOC2=CC=C(C=C2)C(=O)C3=C(SC4=C3C=CC(=C4)O)C5=CC=C(C=C5)O. Drug 2: CC1OCC2C(O1)C(C(C(O2)OC3C4COC(=O)C4C(C5=CC6=C(C=C35)OCO6)C7=CC(=C(C(=C7)OC)O)OC)O)O. Cell line: NCI-H460. Synergy scores: CSS=47.6, Synergy_ZIP=2.42, Synergy_Bliss=2.88, Synergy_Loewe=-8.24, Synergy_HSA=2.88.